Dataset: Full USPTO retrosynthesis dataset with 1.9M reactions from patents (1976-2016). Task: Predict the reactants needed to synthesize the given product. (1) Given the product [C:19]([NH:4][C:3]1[CH:5]=[C:6]([C:9]([F:10])([F:11])[F:12])[CH:7]=[CH:8][C:2]=1[Br:1])(=[O:21])[CH3:20], predict the reactants needed to synthesize it. The reactants are: [Br:1][C:2]1[CH:8]=[CH:7][C:6]([C:9]([F:12])([F:11])[F:10])=[CH:5][C:3]=1[NH2:4].N1C=CC=CC=1.[C:19](OC(=O)C)(=[O:21])[CH3:20]. (2) Given the product [C:13]([O:12][C:10]([NH:1][C@H:2]([C@@H:3]([CH3:4])[CH2:5][CH3:6])[C:7](=[O:9])[CH2:30][C:29]([O:32][CH2:33][C:34]1[CH:39]=[CH:38][CH:37]=[CH:36][CH:35]=1)=[O:31])=[O:11])([CH3:16])([CH3:15])[CH3:14], predict the reactants needed to synthesize it. The reactants are: [NH:1]([C:10]([O:12][C:13]([CH3:16])([CH3:15])[CH3:14])=[O:11])[C@@H:2]([C:7]([OH:9])=O)[C@H:3]([CH2:5][CH3:6])[CH3:4].C1N=CN(C(N2C=NC=C2)=O)C=1.[C:29]([O:32][CH2:33][C:34]1[CH:39]=[CH:38][CH:37]=[CH:36][CH:35]=1)(=[O:31])[CH3:30].C([N-]C(C)C)(C)C.[Li+]. (3) Given the product [C:1]([C:5]1[CH:10]=[CH:9][C:8]([CH:11]([C:19]2[NH:24][C:23](=[O:25])[C:22]([O:26][CH3:27])=[CH:21][CH:20]=2)[CH2:12][C@H:13]2[CH2:17][CH2:16][C:15](=[O:18])[NH:14]2)=[CH:7][CH:6]=1)([CH3:4])([CH3:2])[CH3:3], predict the reactants needed to synthesize it. The reactants are: [C:1]([C:5]1[CH:10]=[CH:9][C:8](/[C:11](/[C:19]2[NH:24][C:23](=[O:25])[C:22]([O:26][CH3:27])=[CH:21][CH:20]=2)=[CH:12]\[C@H:13]2[CH2:17][CH2:16][C:15](=[O:18])[NH:14]2)=[CH:7][CH:6]=1)([CH3:4])([CH3:3])[CH3:2].CCCCCC. (4) Given the product [Br:14][C:15]1[CH:16]=[N:17][C:18]2[CH2:19][CH2:20][N:21]([C:11]([C:9]3[CH:10]=[C:5]4[N:4]=[CH:3][C:2]([Br:1])=[CH:7][N:6]4[N:8]=3)=[O:13])[CH2:22][C:23]=2[CH:24]=1, predict the reactants needed to synthesize it. The reactants are: [Br:1][C:2]1[CH:3]=[N:4][C:5]2[N:6]([N:8]=[C:9]([C:11]([OH:13])=O)[CH:10]=2)[CH:7]=1.[Br:14][C:15]1[CH:16]=[N:17][C:18]2[CH2:19][CH2:20][NH:21][CH2:22][C:23]=2[CH:24]=1. (5) The reactants are: [Cl:1][C:2]1[N:3]=[C:4]([NH:20][CH:21]2[CH2:25][CH2:24][CH2:23][CH2:22]2)[C:5]2[N:6]=[CH:7][N:8]([C:18]=2[N:19]=1)[C@@H:9]1[O:17][C@H:14]([CH2:15][OH:16])[C@@H:12]([OH:13])[C@H:10]1[OH:11].C(O[C@@]1(O)[C@](OC(=O)C)(O)[C@@H](C(OC(=O)C)O)O[C@H]1N1C2C(C(Cl)(N=C(Cl)N=2)N)=NC1)(=O)C.C1(N)CCCC1.C(O)C. Given the product [Cl:1][C:2]1[N:3]=[C:4]([NH:20][CH:21]2[CH2:22][CH2:23][CH2:24][CH2:25]2)[C:5]2[N:6]=[CH:7][N:8]([C:18]=2[N:19]=1)[C@@H:9]1[O:17][C@H:14]([CH2:15][OH:16])[C@@H:12]([OH:13])[C@H:10]1[OH:11], predict the reactants needed to synthesize it. (6) Given the product [NH2:1][C:2]1[C:11]([F:12])=[C:10]([NH:34][CH2:33][CH2:32][NH:31][C:26]2[CH:27]=[CH:28][CH:29]=[CH:30][N:25]=2)[C:9]([O:14][CH:15]([CH3:16])[CH3:17])=[C:8]2[C:3]=1[C:4](=[O:24])[C:5]([C:21]([OH:23])=[O:22])=[CH:6][N:7]2[CH:18]1[CH2:19][CH2:20]1, predict the reactants needed to synthesize it. The reactants are: [NH2:1][C:2]1[C:11]([F:12])=[C:10](F)[C:9]([O:14][CH:15]([CH3:17])[CH3:16])=[C:8]2[C:3]=1[C:4](=[O:24])[C:5]([C:21]([OH:23])=[O:22])=[CH:6][N:7]2[CH:18]1[CH2:20][CH2:19]1.[N:25]1[CH:30]=[CH:29][CH:28]=[CH:27][C:26]=1[NH:31][CH2:32][CH2:33][NH2:34].C(N(CC)CC)C.[NH4+].[Cl-]. (7) Given the product [ClH:11].[ClH:32].[CH3:23][C:15]1[CH:14]=[C:13]([CH2:12][O:10][C:7]2[CH:8]=[CH:9][C:4]([NH2:1])=[CH:5][CH:6]=2)[C:22]2[C:17](=[CH:18][CH:19]=[CH:20][CH:21]=2)[N:16]=1, predict the reactants needed to synthesize it. The reactants are: [N+:1]([C:4]1[CH:9]=[CH:8][C:7]([OH:10])=[CH:6][CH:5]=1)([O-])=O.[Cl:11][CH2:12][C:13]1[C:22]2[C:17](=[CH:18][CH:19]=[CH:20][CH:21]=2)[N:16]=[C:15]([CH3:23])[CH:14]=1.C(=O)([O-])[O-].[Cs+].[Cs+].[I-].[Na+].[Cl:32][Sn]Cl. (8) Given the product [C:1]1([C:7]2[N:11]=[C:10]([C:12]3([CH2:18][NH:19][C:30](=[O:31])[C:29]4[CH:33]=[CH:34][CH:35]=[C:27]([C:24]5[N:23]=[C:22]([C:21]([F:37])([F:36])[F:20])[O:26][N:25]=5)[CH:28]=4)[CH2:13][CH2:14][O:15][CH2:16][CH2:17]3)[NH:9][N:8]=2)[CH:2]=[CH:3][CH:4]=[CH:5][CH:6]=1, predict the reactants needed to synthesize it. The reactants are: [C:1]1([C:7]2[N:11]=[C:10]([C:12]3([CH2:18][NH2:19])[CH2:17][CH2:16][O:15][CH2:14][CH2:13]3)[NH:9][N:8]=2)[CH:6]=[CH:5][CH:4]=[CH:3][CH:2]=1.[F:20][C:21]([F:37])([F:36])[C:22]1[O:26][N:25]=[C:24]([C:27]2[CH:28]=[C:29]([CH:33]=[CH:34][CH:35]=2)[C:30](O)=[O:31])[N:23]=1.